This data is from CYP2D6 substrate classification data from Carbon-Mangels et al.. The task is: Regression/Classification. Given a drug SMILES string, predict its absorption, distribution, metabolism, or excretion properties. Task type varies by dataset: regression for continuous measurements (e.g., permeability, clearance, half-life) or binary classification for categorical outcomes (e.g., BBB penetration, CYP inhibition). Dataset: cyp2d6_substrate_carbonmangels. The drug is COCCCC/C(=N/OCCN)c1ccc(C(F)(F)F)cc1. The result is 1 (substrate).